The task is: Predict the reactants needed to synthesize the given product.. This data is from Full USPTO retrosynthesis dataset with 1.9M reactions from patents (1976-2016). (1) Given the product [Br:14][C:9]1[CH:8]=[CH:7][N:6]=[C:5]([C:2]2([CH3:1])[CH2:4][CH2:3]2)[CH:10]=1, predict the reactants needed to synthesize it. The reactants are: [CH3:1][C:2]1([C:5]2[NH:6][CH:7]=[CH:8][C:9](=O)[CH:10]=2)[CH2:4][CH2:3]1.P(Br)(Br)([Br:14])=O.C([O-])(O)=O.[Na+]. (2) The reactants are: [CH:1]([N:4]1[CH2:9][CH2:8][NH:7][CH2:6][CH2:5]1)([CH3:3])[CH3:2].[Cl:10][C:11]1[CH:20]=[CH:19][C:18]2[C:13](=[CH:14][C:15]([F:21])=[CH:16][CH:17]=2)[N:12]=1. Given the product [ClH:10].[F:21][C:15]1[CH:14]=[C:13]2[C:18]([CH:19]=[CH:20][C:11]([N:7]3[CH2:8][CH2:9][N:4]([CH:1]([CH3:3])[CH3:2])[CH2:5][CH2:6]3)=[N:12]2)=[CH:17][CH:16]=1, predict the reactants needed to synthesize it. (3) Given the product [F:1][C:2]1[CH:7]=[CH:6][CH:5]=[C:4]([F:8])[C:3]=1[C:9]1[N:14]=[C:13]([NH:15][CH:16]2[CH2:18][CH2:17]2)[N:12]=[C:11]([Cl:24])[C:10]=1[C:20]#[N:21], predict the reactants needed to synthesize it. The reactants are: [F:1][C:2]1[CH:7]=[CH:6][CH:5]=[C:4]([F:8])[C:3]=1[C:9]1[N:14]=[C:13]([NH:15][CH:16]2[CH2:18][CH2:17]2)[N:12]=[C:11](O)[C:10]=1[C:20]#[N:21].O=P(Cl)(Cl)[Cl:24].C([O-])(O)=O.[Na+]. (4) Given the product [CH2:27]([O:34][C@H:35]([C@@H:37]([NH:40][NH:41][CH:1]=[O:8])[CH2:38][CH3:39])[CH3:36])[C:28]1[CH:33]=[CH:32][CH:31]=[CH:30][CH:29]=1, predict the reactants needed to synthesize it. The reactants are: [C:1](O[C@@H]([C@H](OC(=O)C1C=CC=CC=1)C(O)=O)C(O)=O)(=[O:8])C1C=CC=CC=1.[CH2:27]([O:34][C@H:35]([C@@H:37]([NH:40][NH2:41])[CH2:38][CH3:39])[CH3:36])[C:28]1[CH:33]=[CH:32][CH:31]=[CH:30][CH:29]=1. (5) Given the product [Cl:1][C:2]1[C:3]([N:12]([CH2:27][C:28]2[CH:33]=[CH:32][CH:31]=[C:30]([O:34][CH3:35])[CH:29]=2)[S:13]([C:16]2[CH:25]=[CH:24][C:19]([C:20]([O:22][CH3:23])=[O:21])=[CH:18][CH:17]=2)(=[O:15])=[O:14])=[N:4][CH:5]=[C:6]([C:8]([F:11])([F:9])[F:10])[CH:7]=1, predict the reactants needed to synthesize it. The reactants are: [Cl:1][C:2]1[C:3]([NH:12][S:13]([C:16]2[CH:25]=[CH:24][C:19]([C:20]([O:22][CH3:23])=[O:21])=[CH:18][CH:17]=2)(=[O:15])=[O:14])=[N:4][CH:5]=[C:6]([C:8]([F:11])([F:10])[F:9])[CH:7]=1.Br[CH2:27][C:28]1[CH:33]=[CH:32][CH:31]=[C:30]([O:34][CH3:35])[CH:29]=1. (6) Given the product [CH2:1]([S:8][C:9]1[CH:18]=[C:17]2[C:12]([C:13]([C:24]3[CH:25]=[C:26]([F:27])[C:21]([Br:20])=[CH:22][C:23]=3[O:31][CH3:32])=[N:14][CH:15]=[N:16]2)=[CH:11][CH:10]=1)[C:2]1[CH:7]=[CH:6][CH:5]=[CH:4][CH:3]=1, predict the reactants needed to synthesize it. The reactants are: [CH2:1]([S:8][C:9]1[CH:18]=[C:17]2[C:12]([C:13](Cl)=[N:14][CH:15]=[N:16]2)=[CH:11][CH:10]=1)[C:2]1[CH:7]=[CH:6][CH:5]=[CH:4][CH:3]=1.[Br:20][C:21]1[C:26]([F:27])=[CH:25][C:24](B(O)O)=[C:23]([O:31][CH3:32])[CH:22]=1.